Dataset: Experimentally validated miRNA-target interactions with 360,000+ pairs, plus equal number of negative samples. Task: Binary Classification. Given a miRNA mature sequence and a target amino acid sequence, predict their likelihood of interaction. (1) The miRNA is hsa-miR-557 with sequence GUUUGCACGGGUGGGCCUUGUCU. The protein sequence of the target gene is MQSLMQAPLLIALGLLLAAPAQAHLKKPSQLSSFSWDNCDEGKDPAVIRSLTLEPDPIIVPGNVTLSVMGSTSVPLSSPLKVDLVLEKEVAGLWIKIPCTDYIGSCTFEHFCDVLDMLIPTGEPCPEPLRTYGLPCHCPFKEGTYSLPKSEFVVPDLELPSWLTTGNYRIESVLSSSGKRLGCIKIAASLKGI. Result: 1 (interaction). (2) The miRNA is mmu-miR-297a-5p with sequence AUGUAUGUGUGCAUGUGCAUGU. The protein sequence of the target gene is MAALLMPRRNKGMRTRLGCLSHKSDSCSDFTAILPDKPNRALKRLSTEEATRWAESFDVLLSHKYGVAAFRAFLKTEFSEENLEFWLACEEFKKTRSTAKLVTKAHRIFEEFVDVQAPREVNIDFQTREATRKNMQEPSLTCFDQAQGKVHSLMEKDSYPRFLRSKMYLDLLSQSQRRLS. Result: 1 (interaction).